Dataset: Reaction yield outcomes from USPTO patents with 853,638 reactions. Task: Predict the reaction yield, written as a fraction of the theoretical maximum amount of product (1.0 means a 100% yield; for example, 0.34 means a 34% yield). (1) The reactants are [NH:1]([C:3]1[NH:7][C:6]2[CH:8]=[CH:9][CH:10]=[CH:11][C:5]=2[N:4]=1)[NH2:2].[C:12]([CH2:20][C:21](OCC)=[O:22])(=O)[C:13]1[CH:18]=[CH:17][CH:16]=[CH:15][CH:14]=1.Cl. The product is [NH:7]1[C:6]2[CH:8]=[CH:9][CH:10]=[CH:11][C:5]=2[N:4]=[C:3]1[N:1]1[C:21](=[O:22])[CH:20]=[C:12]([C:13]2[CH:18]=[CH:17][CH:16]=[CH:15][CH:14]=2)[NH:2]1. The yield is 0.920. The catalyst is CO. (2) The reactants are [OH-].[Na+].C[O:4][C:5]([C:7]1[S:8][C:9]([C:34]#[C:35][C:36]([CH3:41])([CH3:40])[CH2:37][CH2:38][OH:39])=[CH:10][C:11]=1[N:12]([C:25]([CH:27]1[CH2:32][CH2:31][CH:30]([CH3:33])[CH2:29][CH2:28]1)=[O:26])[CH:13]1[CH2:18][CH2:17][CH:16]([O:19][CH:20]2[CH2:24][CH2:23][O:22][CH2:21]2)[CH2:15][CH2:14]1)=[O:6]. The catalyst is CO.C1COCC1. The product is [OH:39][CH2:38][CH2:37][C:36]([CH3:40])([CH3:41])[C:35]#[C:34][C:9]1[S:8][C:7]([C:5]([OH:6])=[O:4])=[C:11]([N:12]([C:25]([CH:27]2[CH2:28][CH2:29][CH:30]([CH3:33])[CH2:31][CH2:32]2)=[O:26])[CH:13]2[CH2:14][CH2:15][CH:16]([O:19][CH:20]3[CH2:24][CH2:23][O:22][CH2:21]3)[CH2:17][CH2:18]2)[CH:10]=1. The yield is 0.330.